This data is from Forward reaction prediction with 1.9M reactions from USPTO patents (1976-2016). The task is: Predict the product of the given reaction. (1) Given the reactants [NH2:1][C:2]1[C:3]([Cl:9])=[N:4][CH:5]=[N:6][C:7]=1Cl.CCN(CC)CC.[CH2:17]([NH2:22])[C:18]([CH3:21])([CH3:20])[CH3:19], predict the reaction product. The product is: [Cl:9][C:3]1[N:4]=[CH:5][N:6]=[C:7]([NH:22][CH2:17][C:18]([CH3:21])([CH3:20])[CH3:19])[C:2]=1[NH2:1]. (2) Given the reactants [C:1]([C:3]1[C:8]2[N:9]([CH2:12][C:13]([OH:15])=O)[CH:10]=[N:11][C:7]=2[CH:6]=[CH:5][CH:4]=1)#[N:2].Cl.[NH2:17][CH2:18][C:19]1[CH:24]=[CH:23][C:22]([C:25]([CH3:29])([CH3:28])[C:26]#[N:27])=[C:21]([F:30])[CH:20]=1.CCN(CC)CC.CN(C(ON1N=NC2C=CC=NC1=2)=[N+](C)C)C.F[P-](F)(F)(F)(F)F, predict the reaction product. The product is: [C:1]([C:3]1[C:8]2[N:9]([CH2:12][C:13]([NH:17][CH2:18][C:19]3[CH:24]=[CH:23][C:22]([C:25]([C:26]#[N:27])([CH3:29])[CH3:28])=[C:21]([F:30])[CH:20]=3)=[O:15])[CH:10]=[N:11][C:7]=2[CH:6]=[CH:5][CH:4]=1)#[N:2]. (3) Given the reactants [N:1]1[CH:6]=[CH:5][C:4]([C:7]2[C:15]3[C:10](=[CH:11][CH:12]=[C:13]([C:16](O)=[O:17])[CH:14]=3)[N:9]([C:19]([C:32]3[CH:37]=[CH:36][CH:35]=[CH:34][CH:33]=3)([C:26]3[CH:31]=[CH:30][CH:29]=[CH:28][CH:27]=3)[C:20]3[CH:25]=[CH:24][CH:23]=[CH:22][CH:21]=3)[N:8]=2)=[CH:3][CH:2]=1.C1C=CC2N(O)N=NC=2C=1.C(Cl)CCl.CCN(C(C)C)C(C)C.[NH2:61][CH:62]1[CH2:67][CH:66]([C:68]2[CH:73]=[CH:72][CH:71]=[CH:70][CH:69]=2)[CH2:65][N:64]([C:74]([O:76][C:77]([CH3:80])([CH3:79])[CH3:78])=[O:75])[CH2:63]1, predict the reaction product. The product is: [C:68]1([CH:66]2[CH2:67][CH:62]([NH:61][C:16]([C:13]3[CH:14]=[C:15]4[C:10](=[CH:11][CH:12]=3)[N:9]([C:19]([C:20]3[CH:21]=[CH:22][CH:23]=[CH:24][CH:25]=3)([C:26]3[CH:31]=[CH:30][CH:29]=[CH:28][CH:27]=3)[C:32]3[CH:33]=[CH:34][CH:35]=[CH:36][CH:37]=3)[N:8]=[C:7]4[C:4]3[CH:3]=[CH:2][N:1]=[CH:6][CH:5]=3)=[O:17])[CH2:63][N:64]([C:74]([O:76][C:77]([CH3:80])([CH3:79])[CH3:78])=[O:75])[CH2:65]2)[CH:73]=[CH:72][CH:71]=[CH:70][CH:69]=1. (4) Given the reactants C[O:2][C:3]1[N:8]=[C:7](S(C)(=O)=O)[N:6]=[C:5]([C:13]2[CH:29]=[CH:28][C:16]3[NH:17][C:18]([NH:20][C:21]([C:23]4[S:24][CH:25]=[CH:26][CH:27]=4)=[O:22])=[N:19][C:15]=3[CH:14]=2)[CH:4]=1.[NH2:30][C:31]1[CH:36]=[CH:35][N:34]=[CH:33][CH:32]=1, predict the reaction product. The product is: [O:2]=[C:3]1[NH:8][C:7]([NH:30][C:31]2[CH:36]=[CH:35][N:34]=[CH:33][CH:32]=2)=[N:6][C:5]([C:13]2[CH:29]=[CH:28][C:16]3[NH:17][C:18]([NH:20][C:21]([C:23]4[S:24][CH:25]=[CH:26][CH:27]=4)=[O:22])=[N:19][C:15]=3[CH:14]=2)=[CH:4]1. (5) Given the reactants [Br:1][C:2]1[C:3](Cl)=[N:4][CH:5]=[C:6]([CH:10]=1)[C:7]([OH:9])=[O:8].[OH:12][CH2:13][CH:14]1[CH2:16][CH2:15]1.[OH-].[K+].C(O)(=O)CC(CC(O)=O)(C(O)=O)O, predict the reaction product. The product is: [Br:1][C:2]1[C:3]([O:12][CH2:13][CH:14]2[CH2:16][CH2:15]2)=[N:4][CH:5]=[C:6]([CH:10]=1)[C:7]([OH:9])=[O:8]. (6) Given the reactants [CH2:1]([O:3][C:4]1[CH:9]=[CH:8][C:7]([S:10]([N:13]2[CH2:18][CH2:17][N:16]([CH3:19])[CH2:15][CH2:14]2)(=[O:12])=[O:11])=[CH:6][C:5]=1[C:20]1[NH:25][C:24](=[O:26])[C:23]2=[C:27]([CH3:33])[N:28]=[C:29]([CH2:30][CH2:31][CH3:32])[N:22]2[N:21]=1)[CH3:2].[C:34]([OH:39])(=[O:38])[CH:35]([CH3:37])[OH:36], predict the reaction product. The product is: [C:34]([OH:39])(=[O:38])[CH:35]([CH3:37])[OH:36].[CH2:1]([O:3][C:4]1[CH:9]=[CH:8][C:7]([S:10]([N:13]2[CH2:14][CH2:15][N:16]([CH3:19])[CH2:17][CH2:18]2)(=[O:12])=[O:11])=[CH:6][C:5]=1[C:20]1[NH:25][C:24](=[O:26])[C:23]2=[C:27]([CH3:33])[N:28]=[C:29]([CH2:30][CH2:31][CH3:32])[N:22]2[N:21]=1)[CH3:2].